From a dataset of Reaction yield outcomes from USPTO patents with 853,638 reactions. Predict the reaction yield, written as a fraction of the theoretical maximum amount of product (1.0 means a 100% yield; for example, 0.34 means a 34% yield). (1) The reactants are [ClH:1].Cl.[NH2:3][CH2:4][C@@:5]1([OH:13])[CH:10]2[CH2:11][CH2:12][N:7]([CH2:8][CH2:9]2)[CH2:6]1.C([O-])([O-])=O.[Cs+].[Cs+].N([C:23]1C=[C:27]([C:29]2C=NC=CC=2)[N:26]=[CH:25][N:24]=1)=C=S.C(N=C=[N:40][CH:41](C)C)(C)C. The catalyst is CN(C)C=O. The product is [Cl:1][C:29]1[N:40]=[CH:41][C:25]([NH:24][C:23]2[O:13][C@@:5]3([CH2:4][N:3]=2)[CH:10]2[CH2:9][CH2:8][N:7]([CH2:12][CH2:11]2)[CH2:6]3)=[N:26][CH:27]=1. The yield is 0.350. (2) The reactants are [CH3:1][O:2][CH:3]([O:9][CH3:10])[CH2:4][O:5][CH2:6][CH2:7][OH:8].C(N(CC)CC)C.[Br:18][C:19]([CH3:24])([CH3:23])[C:20](Br)=[O:21]. The catalyst is ClCCl. The product is [CH3:1][O:2][CH:3]([O:9][CH3:10])[CH2:4][O:5][CH2:6][CH2:7][O:8][C:20](=[O:21])[C:19]([Br:18])([CH3:24])[CH3:23]. The yield is 0.890. (3) The reactants are [NH2:1][C@:2]12[C@@H:7]([C:8]3[CH:13]=[CH:12][CH:11]=[CH:10][CH:9]=3)[C@H:6]1[CH2:5][O:4][C:3]2=[O:14].[F:15][C:16]([F:32])([F:31])[C:17]1[O:21][N:20]=[C:19]([C:22]2[S:26][C:25]([S:27](Cl)(=[O:29])=[O:28])=[CH:24][CH:23]=2)[CH:18]=1. The catalyst is N1C=CC=CC=1. The product is [O:14]=[C:3]1[O:4][CH2:5][C@H:6]2[C@:2]1([NH:1][S:27]([C:25]1[S:26][C:22]([C:19]3[CH:18]=[C:17]([C:16]([F:15])([F:31])[F:32])[O:21][N:20]=3)=[CH:23][CH:24]=1)(=[O:28])=[O:29])[C@H:7]2[C:8]1[CH:13]=[CH:12][CH:11]=[CH:10][CH:9]=1. The yield is 0.750. (4) The reactants are Cl.C([O:9][C:10]1[CH:19]=[C:18]2[C:13]([C:14]([NH:20][C:21]3[CH:26]=[CH:25][C:24]([Cl:27])=[CH:23][C:22]=3[F:28])=[N:15][CH:16]=[N:17]2)=[CH:12][C:11]=1[O:29][CH3:30])C1C=CC=CC=1. The catalyst is C(O)(C(F)(F)F)=O. The product is [Cl:27][C:24]1[CH:25]=[CH:26][C:21]([NH:20][C:14]2[C:13]3[C:18](=[CH:19][C:10]([OH:9])=[C:11]([O:29][CH3:30])[CH:12]=3)[N:17]=[CH:16][N:15]=2)=[C:22]([F:28])[CH:23]=1. The yield is 0.720. (5) The catalyst is O1CCOCC1.O.CCOC(C)=O. The product is [NH2:12][C:9]1[N:10]=[C:11]2[C:3]([CH2:1][CH3:2])=[C:4]([C:28]3[CH:29]=[CH:30][C:31]([C:34](=[O:35])[CH3:39])=[CH:32][CH:33]=3)[N:5]([CH2:20][O:21][CH2:22][CH2:23][Si:24]([CH3:27])([CH3:25])[CH3:26])[C:6]2=[N:7][CH:8]=1. The yield is 0.840. The reactants are [CH2:1]([C:3]1[C:11]2[C:6](=[N:7][CH:8]=[C:9]([NH:12]C(=O)OC(C)(C)C)[N:10]=2)[N:5]([CH2:20][O:21][CH2:22][CH2:23][Si:24]([CH3:27])([CH3:26])[CH3:25])[C:4]=1[C:28]1[CH:33]=[CH:32][C:31]([C:34]2([CH3:39])OCC[O:35]2)=[CH:30][CH:29]=1)[CH3:2].C(O)(C(F)(F)F)=O.Cl.C([O-])(O)=O.[Na+]. (6) The reactants are [Cl-].[Li+].[Si:3]([O:10][C@H:11]([CH3:21])[C:12](=[O:20])[CH2:13]P(=O)(OC)OC)([C:6]([CH3:9])([CH3:8])[CH3:7])([CH3:5])[CH3:4].C(N(C(C)C)C(C)C)C.[CH:31](=O)[CH2:32][CH2:33][CH2:34][CH3:35]. The catalyst is C(#N)C. The product is [Si:3]([O:10][C@@H:11]([C:12](=[O:20])/[CH:13]=[CH:31]/[CH2:32][CH2:33][CH2:34][CH3:35])[CH3:21])([C:6]([CH3:9])([CH3:8])[CH3:7])([CH3:5])[CH3:4]. The yield is 0.720. (7) The reactants are C(OC([N:8]1[CH2:13][CH2:12][CH:11]([CH2:14][NH:15][C:16]2[N:21]=[C:20]([C:22]3[CH:27]=[CH:26][C:25]([C:28]#[N:29])=[CH:24][CH:23]=3)[C:19](Cl)=[CH:18][N:17]=2)[CH2:10][CH2:9]1)=O)(C)(C)C.[CH3:31][C:32]1[CH:37]=[CH:36][C:35](B(O)O)=[CH:34][CH:33]=1. No catalyst specified. The product is [CH3:31][C:32]1[CH:37]=[CH:36][C:35]([C:19]2[C:20]([C:22]3[CH:23]=[CH:24][C:25]([C:28]#[N:29])=[CH:26][CH:27]=3)=[N:21][C:16]([NH:15][CH2:14][CH:11]3[CH2:10][CH2:9][NH:8][CH2:13][CH2:12]3)=[N:17][CH:18]=2)=[CH:34][CH:33]=1. The yield is 0.350.